This data is from CYP3A4 inhibition data for predicting drug metabolism from PubChem BioAssay. The task is: Regression/Classification. Given a drug SMILES string, predict its absorption, distribution, metabolism, or excretion properties. Task type varies by dataset: regression for continuous measurements (e.g., permeability, clearance, half-life) or binary classification for categorical outcomes (e.g., BBB penetration, CYP inhibition). Dataset: cyp3a4_veith. (1) The drug is C[C@@H]1O[C@H](O[C@@H]2[C@@H](Oc3cc(O)c4c(c3)O[C@H](c3ccc(O)cc3)CC4=O)O[C@@H](CO)[C@@H](O)[C@H]2O)[C@@H](O)[C@H](O)[C@@H]1O.O. The result is 0 (non-inhibitor). (2) The compound is Nc1c(-c2ccccc2)cnn1-c1cccc([N+](=O)[O-])c1. The result is 1 (inhibitor). (3) The molecule is CCCCN1CCC(n2c(=O)[nH]c3ccccc32)CC1. The result is 0 (non-inhibitor). (4) The molecule is COc1ccc(OCc2nnc(SCC(=O)N3c4ccccc4Sc4ccc(Cl)cc43)o2)cc1. The result is 1 (inhibitor). (5) The drug is COc1ccc2[nH]cc(CCNc3nc(-c4cccc(C#N)c4)nc4ccccc34)c2c1. The result is 1 (inhibitor). (6) The drug is COc1cc(NS(=O)(=O)c2ccc(N)cc2)nc(OC)n1. The result is 0 (non-inhibitor). (7) The compound is CC(=O)NC(Cc1ccc(F)cc1)C(=O)O. The result is 0 (non-inhibitor). (8) The molecule is CCOC(=O)CCN1C(=O)[C@H]2CC[C@H]3/C(=N\NC(=O)OCC)C[C@@H](O)[C@@H](O)[C@@H]3[C@@H]2C1=O. The result is 0 (non-inhibitor). (9) The molecule is C=CCc1cccc2cc(C(=O)N(CC)CC)c(=O)oc12. The result is 1 (inhibitor). (10) The compound is O=C(Cn1nnc2ccccc21)N/N=C\C=C\c1ccccc1. The result is 0 (non-inhibitor).